From a dataset of Catalyst prediction with 721,799 reactions and 888 catalyst types from USPTO. Predict which catalyst facilitates the given reaction. Reactant: [Br:1][C:2]1[CH:13]=[CH:12][C:11]([F:14])=[CH:10][C:3]=1[C:4](N(OC)C)=[O:5].[CH2:15]1COCC1. Product: [Br:1][C:2]1[CH:13]=[CH:12][C:11]([F:14])=[CH:10][C:3]=1[C:4](=[O:5])[CH3:15]. The catalyst class is: 27.